Dataset: Reaction yield outcomes from USPTO patents with 853,638 reactions. Task: Predict the reaction yield, written as a fraction of the theoretical maximum amount of product (1.0 means a 100% yield; for example, 0.34 means a 34% yield). (1) The reactants are [O:1]=[C:2]1[NH:11][C:10]2[N:9]=[C:8]([O:12][CH2:13][CH2:14][CH2:15][CH:16]=O)[CH:7]=[CH:6][C:5]=2[CH:4]=[CH:3]1.[Cl:18][C:19]1[CH:20]=[CH:21][C:22]([O:31][CH:32]([CH3:34])[CH3:33])=[C:23]([N:25]2[CH2:30][CH2:29][NH:28][CH2:27][CH2:26]2)[CH:24]=1.[BH-](OC(C)=O)(OC(C)=O)OC(C)=O.[Na+]. The catalyst is ClC(Cl)C.C(OCC)(=O)C. The product is [Cl:18][C:19]1[CH:20]=[CH:21][C:22]([O:31][CH:32]([CH3:34])[CH3:33])=[C:23]([N:25]2[CH2:26][CH2:27][N:28]([CH2:16][CH2:15][CH2:14][CH2:13][O:12][C:8]3[N:9]=[C:10]4[C:5]([CH:4]=[CH:3][C:2](=[O:1])[NH:11]4)=[CH:6][CH:7]=3)[CH2:29][CH2:30]2)[CH:24]=1. The yield is 0.390. (2) The reactants are [NH2:1][C:2]1[C:10]([O:11][CH3:12])=[CH:9][CH:8]=[CH:7][C:3]=1[C:4]([OH:6])=[O:5].[BrH:13].O. The catalyst is CS(C)=O. The product is [NH2:1][C:2]1[C:10]([O:11][CH3:12])=[CH:9][C:8]([Br:13])=[CH:7][C:3]=1[C:4]([OH:6])=[O:5]. The yield is 0.960. (3) The reactants are C([O-])(O)=O.[Na+].[CH3:6][O:7][CH2:8][CH2:9][O:10][CH2:11][C:12]([C:15]1[CH:20]=[CH:19][C:18]([NH2:21])=[CH:17][C:16]=1[N+:22]([O-:24])=[O:23])([CH3:14])[CH3:13].[C:25](Cl)(=[O:27])[CH3:26].O. The catalyst is ClCCl. The product is [CH3:6][O:7][CH2:8][CH2:9][O:10][CH2:11][C:12]([C:15]1[CH:20]=[CH:19][C:18]([NH:21][C:25](=[O:27])[CH3:26])=[CH:17][C:16]=1[N+:22]([O-:24])=[O:23])([CH3:14])[CH3:13]. The yield is 0.870. (4) The reactants are [F:1][C:2]1[CH:11]=[CH:10][C:9]([O:12][CH2:13][CH2:14][CH3:15])=[C:8]2[C:3]=1[C:4](=[O:32])[C:5]([C:24]1[CH:29]=[CH:28][C:27]([O:30][CH3:31])=[CH:26][CH:25]=1)=[CH:6][N:7]2[CH2:16][CH2:17]SCCC(O)=O.ClC1C=CC=[C:36]([C:40]([O:42]O)=[O:41])[CH:35]=1.[S:44]([O-:47])(O)=[O:45].[Na+]. The catalyst is ClCCl.CO. The product is [F:1][C:2]1[CH:11]=[CH:10][C:9]([O:12][CH2:13][CH2:14][CH3:15])=[C:8]2[C:3]=1[C:4](=[O:32])[C:5]([C:24]1[CH:25]=[CH:26][C:27]([O:30][CH3:31])=[CH:28][CH:29]=1)=[CH:6][N:7]2[CH2:16][CH2:17][S:44]([CH2:35][CH2:36][C:40]([OH:42])=[O:41])(=[O:47])=[O:45]. The yield is 0.910.